Dataset: Catalyst prediction with 721,799 reactions and 888 catalyst types from USPTO. Task: Predict which catalyst facilitates the given reaction. (1) Reactant: COC1C=CC(C[NH:8][C:9]2[CH:14]=[C:13]([N+:15]([O-:17])=[O:16])[CH:12]=[C:11]([O:18][CH2:19][CH2:20][O:21][CH3:22])[CH:10]=2)=CC=1. Product: [CH3:22][O:21][CH2:20][CH2:19][O:18][C:11]1[CH:10]=[C:9]([CH:14]=[C:13]([N+:15]([O-:17])=[O:16])[CH:12]=1)[NH2:8]. The catalyst class is: 67. (2) Reactant: [F:1][C:2]1[CH:3]=[CH:4][C:5]([C:8]([OH:10])=O)=[N:6][CH:7]=1.O[N:12]1C(=O)CCC1=O.Cl.CN(C)CCCN=C=NCC.[Cl-].[NH4+]. Product: [F:1][C:2]1[CH:3]=[CH:4][C:5]([C:8]([NH2:12])=[O:10])=[N:6][CH:7]=1. The catalyst class is: 118. (3) Reactant: [F:1][C:2]1[CH:7]=[CH:6][C:5]([N:8]2[C:11](=[O:12])[C@H:10]([S:13][CH2:14][C:15]([C:17]3[CH:22]=[CH:21][C:20]([F:23])=[CH:19][CH:18]=3)=[O:16])[C@H:9]2[C:24]2[CH:39]=[CH:38][C:27]([O:28][CH2:29][C:30]([NH:32][C@H:33]([C:35]([OH:37])=O)[CH3:34])=[O:31])=[CH:26][CH:25]=2)=[CH:4][CH:3]=1.Cl.C([O:45][C:46](=[O:52])[C@@H:47]([CH:49]([CH3:51])[CH3:50])[NH2:48])(C)(C)C.CN1CCOCC1.CN(C(ON1N=NC2C=CC=CC1=2)=[N+](C)C)C.[B-](F)(F)(F)F.C(O)(C(F)(F)F)=O. Product: [F:1][C:2]1[CH:3]=[CH:4][C:5]([N:8]2[C:11](=[O:12])[C@H:10]([S:13][CH2:14][CH:15]([C:17]3[CH:18]=[CH:19][C:20]([F:23])=[CH:21][CH:22]=3)[OH:16])[C@H:9]2[C:24]2[CH:25]=[CH:26][C:27]([O:28][CH2:29][C:30]([NH:32][C@H:33]([C:35]([NH:48][C@@H:47]([C:46]([OH:52])=[O:45])[CH:49]([CH3:51])[CH3:50])=[O:37])[CH3:34])=[O:31])=[CH:38][CH:39]=2)=[CH:6][CH:7]=1. The catalyst class is: 390.